Dataset: Reaction yield outcomes from USPTO patents with 853,638 reactions. Task: Predict the reaction yield, written as a fraction of the theoretical maximum amount of product (1.0 means a 100% yield; for example, 0.34 means a 34% yield). The reactants are [F:1][C:2]1[CH:7]=[C:6]([CH:8]([CH3:12])[C:9](O)=[O:10])[CH:5]=[CH:4][C:3]=1[C:13]1[CH:18]=[CH:17][CH:16]=[CH:15][CH:14]=1.ClC(OCC(C)C)=O.C(OCC)(=O)C. The catalyst is C1COCC1. The yield is 0.950. The product is [F:1][C:2]1[CH:7]=[C:6]([CH:8]([CH3:12])[CH2:9][OH:10])[CH:5]=[CH:4][C:3]=1[C:13]1[CH:14]=[CH:15][CH:16]=[CH:17][CH:18]=1.